From a dataset of Rat liver microsome stability data. Regression/Classification. Given a drug SMILES string, predict its absorption, distribution, metabolism, or excretion properties. Task type varies by dataset: regression for continuous measurements (e.g., permeability, clearance, half-life) or binary classification for categorical outcomes (e.g., BBB penetration, CYP inhibition). Dataset: rlm. The molecule is COc1ccc(-c2cc(-c3cccc(NC(C)=O)c3)cn3cncc23)cn1. The result is 1 (stable in rat liver microsomes).